This data is from CYP2C19 inhibition data for predicting drug metabolism from PubChem BioAssay. The task is: Regression/Classification. Given a drug SMILES string, predict its absorption, distribution, metabolism, or excretion properties. Task type varies by dataset: regression for continuous measurements (e.g., permeability, clearance, half-life) or binary classification for categorical outcomes (e.g., BBB penetration, CYP inhibition). Dataset: cyp2c19_veith. (1) The result is 0 (non-inhibitor). The compound is C[C@H](CCC(=O)O)[C@H]1CC[C@@H]2[C@H]3CC[C@H]4C[C@H](O)CC[C@@]4(C)[C@@H]3CC[C@@]21C. (2) The compound is O=C(O)c1oc(C(=O)O)c(C(=O)O)c1C(=O)O. The result is 0 (non-inhibitor). (3) The drug is COc1cccc(NC(=S)NNC(=O)C(C)n2nc(C)c([N+](=O)[O-])c2C)c1. The result is 1 (inhibitor). (4) The drug is COc1ccc(C(=O)N2CCC3(CCN(Cc4cc(C(F)(F)F)cc(C(F)(F)F)c4)CC3)CC2)cc1. The result is 0 (non-inhibitor). (5) The molecule is COCCNC(=O)COc1ccc(OCCNC[C@@H](O)COc2ccccc2)cc1. The result is 0 (non-inhibitor). (6) The drug is c1ccc2c(CN3CCN(Cc4c[nH]c5ccccc45)CC3)c[nH]c2c1. The result is 0 (non-inhibitor). (7) The molecule is CN(CCO)c1cc(Sc2nc3ccccc3s2)c2nonc2c1[N+](=O)[O-]. The result is 1 (inhibitor). (8) The molecule is O=C(NCc1ccccc1C(F)(F)F)C1CC(c2ccccc2[N+](=O)[O-])=NO1. The result is 1 (inhibitor). (9) The drug is O=[N+]([O-])c1ccc(Cl)c(/C=N/N2CCN(Cc3ccccc3Cl)CC2)c1. The result is 1 (inhibitor). (10) The compound is CCCNC(=S)Nc1ccc(Br)cc1. The result is 1 (inhibitor).